This data is from Forward reaction prediction with 1.9M reactions from USPTO patents (1976-2016). The task is: Predict the product of the given reaction. (1) Given the reactants [CH2:1]([N:8]([CH2:17][C:18]1[CH:23]=[CH:22][CH:21]=[CH:20][CH:19]=1)[C:9]1[CH:14]=[CH:13][C:12](I)=[CH:11][C:10]=1[F:16])[C:2]1[CH:7]=[CH:6][CH:5]=[CH:4][CH:3]=1.[Si:24]([O:41][CH2:42][CH:43]1[CH2:48][CH2:47][CH2:46][NH:45][C:44]1=[O:49])([C:37]([CH3:40])([CH3:39])[CH3:38])([C:31]1[CH:36]=[CH:35][CH:34]=[CH:33][CH:32]=1)[C:25]1[CH:30]=[CH:29][CH:28]=[CH:27][CH:26]=1, predict the reaction product. The product is: [Si:24]([O:41][CH2:42][CH:43]1[CH2:48][CH2:47][CH2:46][N:45]([C:12]2[CH:13]=[CH:14][C:9]([N:8]([CH2:17][C:18]3[CH:23]=[CH:22][CH:21]=[CH:20][CH:19]=3)[CH2:1][C:2]3[CH:7]=[CH:6][CH:5]=[CH:4][CH:3]=3)=[C:10]([F:16])[CH:11]=2)[C:44]1=[O:49])([C:37]([CH3:40])([CH3:38])[CH3:39])([C:31]1[CH:36]=[CH:35][CH:34]=[CH:33][CH:32]=1)[C:25]1[CH:26]=[CH:27][CH:28]=[CH:29][CH:30]=1. (2) Given the reactants [Cl:1][C:2]1[N:3]([C:18]2[C:23]([F:24])=[CH:22][C:21]([F:25])=[CH:20][C:19]=2[Cl:26])[C:4]([C:8]([C:10]2[CH:15]=[CH:14][C:13]([F:16])=[CH:12][C:11]=2[F:17])=[O:9])=[C:5]([CH3:7])[N:6]=1.[CH3:27][Li], predict the reaction product. The product is: [Cl:1][C:2]1[N:3]([C:18]2[C:23]([F:24])=[CH:22][C:21]([F:25])=[CH:20][C:19]=2[Cl:26])[C:4]([C:8]([C:10]2[CH:15]=[CH:14][C:13]([F:16])=[CH:12][C:11]=2[F:17])([CH3:27])[OH:9])=[C:5]([CH3:7])[N:6]=1. (3) Given the reactants N#N.[H-].[Na+].[F:5][C:6]1[CH:11]=[CH:10][C:9]([CH:12]([N:15]([CH3:17])[CH3:16])[C:13]#N)=[CH:8][CH:7]=1.[F:18][C:19]([F:29])([F:28])[C:20]1[CH:27]=[CH:26][C:23](CCl)=[CH:22][CH:21]=1, predict the reaction product. The product is: [F:5][C:6]1[CH:11]=[CH:10][C:9]([C:12]([N:15]([CH3:17])[CH3:16])=[CH:13][C:23]2[CH:26]=[CH:27][C:20]([C:19]([F:29])([F:28])[F:18])=[CH:21][CH:22]=2)=[CH:8][CH:7]=1.